From a dataset of Reaction yield outcomes from USPTO patents with 853,638 reactions. Predict the reaction yield, written as a fraction of the theoretical maximum amount of product (1.0 means a 100% yield; for example, 0.34 means a 34% yield). (1) The reactants are [Cl:1][C:2]1[C:7]([O:8][CH3:9])=[CH:6][C:5]([O:10][CH3:11])=[C:4]([Cl:12])[C:3]=1[C:13]1[C:24](=[O:25])[N:23]([CH2:26][CH2:27][N:28]2[CH2:33][CH2:32][CH2:31][C@@H:30]([NH:34][C:35](=[O:41])[O:36][C:37]([CH3:40])([CH3:39])[CH3:38])[CH2:29]2)[C:16]2[N:17]=[C:18](SC)[N:19]=[CH:20][C:15]=2[CH:14]=1.C1C(=O)[N:46](Cl)[C:44](=O)C1.C([O-])([O-])=O.[K+].[K+].C([O-])(O)=O.[Na+]. The catalyst is O. The product is [Cl:1][C:2]1[C:7]([O:8][CH3:9])=[CH:6][C:5]([O:10][CH3:11])=[C:4]([Cl:12])[C:3]=1[C:13]1[C:24](=[O:25])[N:23]([CH2:26][CH2:27][N:28]2[CH2:33][CH2:32][CH2:31][C@@H:30]([NH:34][C:35](=[O:41])[O:36][C:37]([CH3:40])([CH3:39])[CH3:38])[CH2:29]2)[C:16]2[N:17]=[C:18]([NH:46][CH3:44])[N:19]=[CH:20][C:15]=2[CH:14]=1. The yield is 0.740. (2) The reactants are [Br:1][C:2]1[N:7]=[C:6]([C:8](=O)[CH3:9])[C:5]([F:11])=[C:4]([Si:12]([CH2:17][CH3:18])([CH2:15][CH3:16])[CH2:13][CH3:14])[CH:3]=1.[C:19]([S@:23]([NH2:25])=[O:24])([CH3:22])([CH3:21])[CH3:20]. The catalyst is C1COCC1.[Cl-].[Na+].O.[O-]CC.[Ti+4].[O-]CC.[O-]CC.[O-]CC. The product is [Br:1][C:2]1[N:7]=[C:6](/[C:8](=[N:25]/[S@@:23]([C:19]([CH3:22])([CH3:21])[CH3:20])=[O:24])/[CH3:9])[C:5]([F:11])=[C:4]([Si:12]([CH2:17][CH3:18])([CH2:15][CH3:16])[CH2:13][CH3:14])[CH:3]=1. The yield is 0.700.